From a dataset of Reaction yield outcomes from USPTO patents with 853,638 reactions. Predict the reaction yield, written as a fraction of the theoretical maximum amount of product (1.0 means a 100% yield; for example, 0.34 means a 34% yield). (1) The reactants are Cl.Cl.[CH3:3][C@H:4]1[C:12]2[C:11]([N:13]3[CH2:18][CH2:17][NH:16][CH2:15][CH2:14]3)=[N:10][CH:9]=[N:8][C:7]=2[C@H:6]([OH:19])[CH2:5]1.[C:20]([O:24][C:25]([NH:27][CH2:28][C@H:29]([C:33]1[CH:38]=[CH:37][C:36]([Cl:39])=[CH:35][CH:34]=1)[C:30](O)=[O:31])=[O:26])([CH3:23])([CH3:22])[CH3:21].C(N(C(C)C)CC)(C)C.CN(C(ON1N=NC2C=CC=CC1=2)=[N+](C)C)C.F[P-](F)(F)(F)(F)F. The catalyst is C(Cl)Cl. The product is [Cl:39][C:36]1[CH:37]=[CH:38][C:33]([C@H:29]([C:30]([N:16]2[CH2:15][CH2:14][N:13]([C:11]3[C:12]4[C@H:4]([CH3:3])[CH2:5][C@@H:6]([OH:19])[C:7]=4[N:8]=[CH:9][N:10]=3)[CH2:18][CH2:17]2)=[O:31])[CH2:28][NH:27][C:25](=[O:26])[O:24][C:20]([CH3:23])([CH3:21])[CH3:22])=[CH:34][CH:35]=1. The yield is 0.780. (2) The reactants are [NH2:1][C:2]1[N:6]([C:7]2[C:8]([CH2:21][OH:22])=[N:9][N:10]([CH2:12][CH2:13][O:14][CH:15]3[CH2:20][CH2:19][CH2:18][CH2:17][O:16]3)[CH:11]=2)[N:5]=[C:4]([C:23]([CH3:26])([CH3:25])[CH3:24])[CH:3]=1.N1C=CN=C1.Cl[Si:33]([CH:40]([CH3:42])[CH3:41])([CH:37]([CH3:39])[CH3:38])[CH:34]([CH3:36])[CH3:35]. The catalyst is CN(C=O)C. The product is [C:23]([C:4]1[CH:3]=[C:2]([NH2:1])[N:6]([C:7]2[C:8]([CH2:21][O:22][Si:33]([CH:40]([CH3:42])[CH3:41])([CH:37]([CH3:39])[CH3:38])[CH:34]([CH3:36])[CH3:35])=[N:9][N:10]([CH2:12][CH2:13][O:14][CH:15]3[CH2:20][CH2:19][CH2:18][CH2:17][O:16]3)[CH:11]=2)[N:5]=1)([CH3:26])([CH3:25])[CH3:24]. The yield is 0.790. (3) The reactants are C[O:2][C:3]([C:5]1[CH:23]=[CH:22][C:8]([C:9]([NH:11][C:12]2[CH:13]=[C:14]3[C:18](=[CH:19][CH:20]=2)[NH:17][C:16](=[O:21])[CH2:15]3)=[O:10])=[CH:7][CH:6]=1)=[O:4].[OH-].[Na+]. The yield is 0.870. The catalyst is CO. The product is [C:3]([C:5]1[CH:6]=[CH:7][C:8]([C:9]([NH:11][C:12]2[CH:13]=[C:14]3[C:18](=[CH:19][CH:20]=2)[NH:17][C:16](=[O:21])[CH2:15]3)=[O:10])=[CH:22][CH:23]=1)([OH:4])=[O:2]. (4) The reactants are [CH3:1][C:2]1[NH:20][C:5]2=[C:6]([C:18]#[N:19])[C:7]([CH3:17])=[C:8]([C:11]3[CH:16]=[CH:15][CH:14]=[CH:13][CH:12]=3)[C:9](=O)[N:4]2[N:3]=1.P(Cl)(Cl)([Cl:23])=O. No catalyst specified. The product is [Cl:23][C:9]1[N:4]2[N:3]=[C:2]([CH3:1])[N:20]=[C:5]2[C:6]([C:18]#[N:19])=[C:7]([CH3:17])[C:8]=1[C:11]1[CH:16]=[CH:15][CH:14]=[CH:13][CH:12]=1. The yield is 0.930. (5) The reactants are [CH3:1][C:2]1[O:3][N:4]=[C:5]2[C:14]3[C:9](=[CH:10][N:11]=[CH:12][CH:13]=3)[N:8]([CH:15]3[CH2:20][CH2:19][CH2:18][CH:17]([C:21]([OH:23])=O)[CH2:16]3)[C:7](=[O:24])[C:6]=12.Cl.CN(C)CCCN=C=NCC.ON1C2N=CC=CC=2N=N1.C(N(CC)C(C)C)(C)C.[CH3:56][O:57][C:58]1[CH:59]=[C:60]([CH:63]=[C:64]([O:68][CH3:69])[C:65]=1[O:66][CH3:67])[CH2:61][NH2:62]. The catalyst is CN(C)C=O. The product is [CH3:69][O:68][C:64]1[CH:63]=[C:60]([CH:59]=[C:58]([O:57][CH3:56])[C:65]=1[O:66][CH3:67])[CH2:61][NH:62][C:21]([CH:17]1[CH2:18][CH2:19][CH2:20][CH:15]([N:8]2[C:9]3[C:14](=[CH:13][CH:12]=[N:11][CH:10]=3)[C:5]3=[N:4][O:3][C:2]([CH3:1])=[C:6]3[C:7]2=[O:24])[CH2:16]1)=[O:23]. The yield is 0.850.